From a dataset of Catalyst prediction with 721,799 reactions and 888 catalyst types from USPTO. Predict which catalyst facilitates the given reaction. The catalyst class is: 118. Product: [CH2:19]([N:3]1[C:11]2[C:6](=[CH:7][CH:8]=[CH:9][CH:10]=2)[CH:5]=[C:4]1[C:12]([O:14][CH2:15][CH3:16])=[O:13])[CH:18]=[CH2:17]. Reactant: [H-].[Na+].[NH:3]1[C:11]2[C:6](=[CH:7][CH:8]=[CH:9][CH:10]=2)[CH:5]=[C:4]1[C:12]([O:14][CH2:15][CH3:16])=[O:13].[CH2:17](Br)[CH:18]=[CH2:19].